This data is from Full USPTO retrosynthesis dataset with 1.9M reactions from patents (1976-2016). The task is: Predict the reactants needed to synthesize the given product. (1) The reactants are: C([Li])CCC.[CH3:6][Si:7]([CH:10]=[N+:11]=[N-:12])([CH3:9])[CH3:8].[F:13][C:14]1[CH:19]=[C:18]([I:20])[CH:17]=[CH:16][C:15]=1[NH:21][C:22]1[CH:29]=[N:28][CH:27]=[C:26]([C:30]2[CH:35]=[CH:34][CH:33]=[CH:32][C:31]=2[F:36])[C:23]=1[C:24]#[N:25]. Given the product [F:13][C:14]1[CH:19]=[C:18]([I:20])[CH:17]=[CH:16][C:15]=1[NH:21][C:22]1[CH:29]=[N:28][CH:27]=[C:26]([C:30]2[CH:35]=[CH:34][CH:33]=[CH:32][C:31]=2[F:36])[C:23]=1[C:24]1[N:25]=[N:12][NH:11][C:10]=1[Si:7]([CH3:9])([CH3:8])[CH3:6], predict the reactants needed to synthesize it. (2) Given the product [NH3:9].[CH2:1]([O:8][NH:9][C:10](=[O:32])[CH2:11][C@H:12]([C:22]1[O:23][C:24]([CH3:31])=[C:25]([C:27]([N:45]([CH3:46])[CH3:44])=[O:29])[N:26]=1)[CH2:13][CH2:14][CH2:15][CH:16]1[CH2:21][CH2:20][CH2:19][CH2:18][CH2:17]1)[C:2]1[CH:7]=[CH:6][CH:5]=[CH:4][CH:3]=1, predict the reactants needed to synthesize it. The reactants are: [CH2:1]([O:8][NH:9][C:10](=[O:32])[CH2:11][C@H:12]([C:22]1[O:23][C:24]([CH3:31])=[C:25]([C:27]([O:29]C)=O)[N:26]=1)[CH2:13][CH2:14][CH2:15][CH:16]1[CH2:21][CH2:20][CH2:19][CH2:18][CH2:17]1)[C:2]1[CH:7]=[CH:6][CH:5]=[CH:4][CH:3]=1.O.ON1C2C=CC=CC=2N=N1.[CH3:44][N:45]1CCOC[CH2:46]1.Cl.CN(C)CCCN=C=NCC.Cl.CNC. (3) Given the product [CH3:52][N:2]([CH3:1])[CH2:3][CH2:4][CH2:5][O:6][C:7]1[CH:12]=[CH:11][C:10]([C:13]2[CH:14]=[C:15]3[C:21]([C:22]4[C:23]([CH3:36])=[N:24][N:25]([CH2:28][C:29]5[CH:34]=[CH:33][CH:32]=[C:31]([F:35])[CH:30]=5)[C:26]=4[CH3:27])=[CH:20][NH:19][C:16]3=[N:17][CH:18]=2)=[CH:9][C:8]=1[NH:47][S:48]([CH3:51])(=[O:50])=[O:49], predict the reactants needed to synthesize it. The reactants are: [CH3:1][N:2]([CH3:52])[CH2:3][CH2:4][CH2:5][O:6][C:7]1[CH:12]=[CH:11][C:10]([C:13]2[CH:14]=[C:15]3[C:21]([C:22]4[C:23]([CH3:36])=[N:24][N:25]([CH2:28][C:29]5[CH:34]=[CH:33][CH:32]=[C:31]([F:35])[CH:30]=5)[C:26]=4[CH3:27])=[CH:20][N:19](S(C4C=CC(C)=CC=4)(=O)=O)[C:16]3=[N:17][CH:18]=2)=[CH:9][C:8]=1[NH:47][S:48]([CH3:51])(=[O:50])=[O:49].[OH-].[Li+]. (4) Given the product [Cl:5][C:6]1[N:11]=[C:10]([C:12]([NH2:13])=[O:1])[CH:9]=[CH:8][N:7]=1, predict the reactants needed to synthesize it. The reactants are: [OH-:1].[Li+].OO.[Cl:5][C:6]1[N:11]=[C:10]([C:12]#[N:13])[CH:9]=[CH:8][N:7]=1. (5) Given the product [F:7][C:8]1[CH:9]=[C:10]2[C:14](=[CH:15][CH:16]=1)[N:13]([NH2:19])[C:12]([CH3:17])=[CH:11]2, predict the reactants needed to synthesize it. The reactants are: CC(C)([O-])C.[K+].[F:7][C:8]1[CH:9]=[C:10]2[C:14](=[CH:15][CH:16]=1)[NH:13][C:12]([CH3:17])=[CH:11]2.Cl[NH2:19].CCOCC.